From a dataset of Full USPTO retrosynthesis dataset with 1.9M reactions from patents (1976-2016). Predict the reactants needed to synthesize the given product. (1) Given the product [F:44][C:3]1[CH:43]=[CH:42][C:6]([C:7](/[N:9]=[C:10]2/[N:11]([C@H:28]3[CH2:29][CH2:30][C@@H:31]([C:34]([N:36]4[CH2:37][CH2:38][NH:39][CH2:40][CH2:41]4)=[O:35])[CH2:32][CH2:33]3)[C:12]3[CH:17]=[C:16]([O:18][CH2:19][CH2:20][N:21]4[CH2:22][CH2:23][CH2:24][CH2:25][CH2:26]4)[N:15]=[CH:14][C:13]=3[NH:27]/2)=[O:8])=[CH:5][CH:4]=1, predict the reactants needed to synthesize it. The reactants are: C([C:3]1[CH:43]=[CH:42][C:6]([C:7](/[N:9]=[C:10]2/[N:11]([C@H:28]3[CH2:33][CH2:32][C@@H:31]([C:34]([N:36]4[CH2:41][CH2:40][NH:39][CH2:38][CH2:37]4)=[O:35])[CH2:30][CH2:29]3)[C:12]3[CH:17]=[C:16]([O:18][CH2:19][CH2:20][N:21]4[CH2:26][CH2:25][CH2:24][CH2:23][CH2:22]4)[N:15]=[CH:14][C:13]=3[NH:27]/2)=[O:8])=[CH:5][CH:4]=1)#N.[F:44]C1C=CC(C(N=C=S)=O)=CC=1. (2) Given the product [CH2:20]1[CH:19]2[CH:29]3[O:31][CH:28]3[CH:30]1[CH:17]1[CH:18]2[CH:11]2[O:16][CH:14]2[CH2:13]1, predict the reactants needed to synthesize it. The reactants are: C1C2C3C=CC(C2C=C1)C3.[C:11]1(=O)[O:16][C:14](=O)[C:13]2=[CH:17][CH:18]=[CH:19][CH:20]=C12.C1C=CC=CC=1.[CH:28]([OH:31])([CH3:30])[CH3:29]. (3) Given the product [Br:16][C:17]1[C:21]2[CH:22]=[C:23]([O:1][CH2:2][C:3]3[CH:8]=[CH:7][C:6]([CH2:9][CH2:10][C:11]([O:13][CH2:14][CH3:15])=[O:12])=[CH:5][CH:4]=3)[CH:24]=[CH:25][C:20]=2[S:19][CH:18]=1, predict the reactants needed to synthesize it. The reactants are: [OH:1][CH2:2][C:3]1[CH:8]=[CH:7][C:6]([CH2:9][CH2:10][C:11]([O:13][CH2:14][CH3:15])=[O:12])=[CH:5][CH:4]=1.[Br:16][C:17]1[C:21]2[CH:22]=[C:23](O)[CH:24]=[CH:25][C:20]=2[S:19][CH:18]=1.C1COCC1. (4) Given the product [CH3:1][O:2][C:3]([N:5]1[C:16]2[CH:21]=[CH:20][CH:19]=[CH:18][C:17]=2[C:13]([O:14][CH3:22])=[CH:12][C:7]2[CH:8]=[CH:9][CH:10]=[CH:11][C:6]1=2)=[O:4], predict the reactants needed to synthesize it. The reactants are: [CH3:1][O:2][C:3]([N:5]([C:16]1[CH:21]=[CH:20][CH:19]=[CH:18][CH:17]=1)[C:6]1[CH:11]=[CH:10][CH:9]=[CH:8][C:7]=1[CH2:12][C:13](O)=[O:14])=[O:4].[CH3:22]O. (5) Given the product [Cl:9][C:10]1[S:14][C:13]([S:15]([NH:18][C:19]2[C:24]([O:8][CH2:7][C:3]3[N:2]=[N:1][CH:6]=[CH:5][CH:4]=3)=[N:23][C:22]([CH3:26])=[CH:21][N:20]=2)(=[O:16])=[O:17])=[CH:12][CH:11]=1, predict the reactants needed to synthesize it. The reactants are: [N:1]1[CH:6]=[CH:5][CH:4]=[C:3]([CH2:7][OH:8])[N:2]=1.[Cl:9][C:10]1[S:14][C:13]([S:15]([NH:18][C:19]2[C:24](Br)=[N:23][C:22]([CH3:26])=[CH:21][N:20]=2)(=[O:17])=[O:16])=[CH:12][CH:11]=1.